Task: Binary Classification. Given a miRNA mature sequence and a target amino acid sequence, predict their likelihood of interaction.. Dataset: Experimentally validated miRNA-target interactions with 360,000+ pairs, plus equal number of negative samples (1) The miRNA is mmu-miR-499-3p with sequence GAACAUCACAGCAAGUCUGUGCU. The protein sequence of the target gene is MGRRRAPAGGSLGRALMRHQTQRSRSHRHTDSWLHTSELNDGYDWGRLNLQSVTEQSSLDDFLATAELAGTEFVAEKLNIKFVPAEARTGLLSFEESQRIKKLHEENKQFLCIPRRPNWNQNTTPEELKQAEKDNFLEWRRQLVRLEEEQKLILTPFERNLDFWRQLWRVIERSDIVVQIVDARNPLLFRCEDLECYVKEMDANKENVILINKADLLTAEQRSAWAMYFEKEDVKVIFWSALAGAIPLNGDSEEEANRDDRQSNTTKFGHSSFDQAEISHSESEHLPARDSPSLSENPTT.... Result: 0 (no interaction). (2) The miRNA is hsa-miR-6792-3p with sequence CUCCUCCACAGCCCCUGCUCAU. The protein sequence of the target gene is MDHLNEATQGKEHSEMSNNVSDPKGPPAKIARLEQNGSPLGRGRLGSTGGKMQGVPLKHSGHLMKTNLRKGTMLPVFCVVEHYENAIEYDCKEEHAEFVLVRKDMLFNQLIEMALLSLGYSHSSAAQAKGLIQVGKWNPVPLSYVTDAPDATVADMLQDVYHVVTLKIQLHSCPKLEDLPPEQWSHTTVRNALKDLLKDMNQSSLAKECPLSQSMISSIVNSTYYANVSAAKCQEFGRWYKHFKKTKDMMVEMDSLSELSQQGANHVNFGQQPVPGNTAEQPPSPAQLSHGSQPSVRTPL.... Result: 0 (no interaction). (3) The miRNA is hsa-miR-4711-3p with sequence CGUGUCUUCUGGCUUGAU. The protein sequence of the target gene is MPTSVLWAVDLFGRVYTLSTAGQYWELCKDVQLEFKRVSAATQCCWGIAGDNQVYLYVCSSDVPIRHREEAYENQRWNPMGGFCEKLLPSDRWPWSDVSGLQHRPLDGVALPSPHWEWESDWYVDENFGGEPTEKGGWTYAMDFPATYTRDKKWNSCVRRRKWIRYRRYKSRDSWAKIPSKDDPKELPDPFNDLSVGGWEITEEPVGRLSVWAVSLQGKVWYREDVSHPNPEGSSWSLVETPGEVVQISCGPHDLIWATLWEGQALVREGVCRNNPKGSYWSMVEPPGSENGIMHVSAGV.... Result: 0 (no interaction). (4) The miRNA is hsa-miR-4280 with sequence GAGUGUAGUUCUGAGCAGAGC. The protein sequence of the target gene is MLSDELESKPELLVQFVQNTSIPLGQGLVESEAKDITCLSLLPVTEASECSRLMLPDDTTNHSNSSKEVPSSAVLRSLRVNVGPDGEETRAQTVQKSPEFLSTSESSSLLQDLQPSDSTSFILLNLTRAGLGSSAEHLVFVQDEAEDSGNDFLSSESTDSSIPWFLRVQELAHDSLIAATRAQLAKNAKTSSNGENVHLGSGDGQSKDSGPLPQVEKKLKCTVEGCDRTFVWPAHFKYHLKTHRNDRSFICPAEGCGKSFYVLQRLKVHMRTHNGEKPFMCHESGCGKQFTTAGNLKNHR.... Result: 0 (no interaction). (5) Result: 0 (no interaction). The protein sequence of the target gene is MDEGGLPLLPDSLVYQIFLSLGPADVLAAGLVCRQWQAVSRDEFLWKEQFYRYYQVARDVPRHPAATSWYEEFRRLYDMVPCVEVQTLKEHTDQVLHLSFSHSGYQFASCSKDCTVKIWNNDLTISLLHSADMRPYNWSYTQFSQFNQDDSLLLASGVFLGPHNSSSGEIAVISLDSFALLSRVRNKPYDVFGCWLTETSLISGNLHRIGDITSCSVLWLNNAFQDVESENVNVVKRLFKIQNLNASTIRTVMVADCSRFDSPDLLLDASDQAGLPCRVFDLGGDTEEEATDPGLHTSGS.... The miRNA is hsa-miR-670-5p with sequence GUCCCUGAGUGUAUGUGGUG. (6) The miRNA is rno-let-7a-5p with sequence UGAGGUAGUAGGUUGUAUAGUU. The protein sequence of the target gene is MSSHSHNGSVGQPLGSGPGFLGWEPVDPEAGRPLQPTQGPGLQMVAKGQPVRLSPGGSRGHPQEQEEEEEEEEEEDKTGSGKPPTVSHRLGHRRALFEKRKRLSDYALIFGMFGIVVMVTETELSWGVYTKESLCSFALKCLISLSTVILLGLVILYHAREIQLFLVDNGADDWRIAMTWERVSLISLELVVCAIHPVPGHYRFTWTARLAFSLVPSAAEADLDVLLSIPMFLRLYLLARVMLLHSRIFTDASSRSIGALNRVTFNTRFVTKTLMTICPGTVLLVFSVSSWIVAAWTVRV.... Result: 0 (no interaction). (7) The miRNA is mmu-miR-493-3p with sequence UGAAGGUCCUACUGUGUGCCAGG. The protein sequence of the target gene is MTVMSGENADEASTAPGHPQDGSYPRQADHDDHECCERVVINISGLRFETQLKTLAQFPNTLLGNPKKRMRYFDPLRNEYFFDRNRPSFDAILYYYQSGGRLRRPVNVPLDMFSEEIKFYELGEEAMEKFREDEGFIKEEERPLPEKEYQRQVWLLFEYPESSGPARVIAIVSVMVILISIVIFCLETLPELKDDKDFTGTIHRIDNTTVIYTSNIFTDPFFIVETLCIIWFSFELVVRFFACPSKTDFFKNIMNFIDIVAIIPYFITLGTEIAEQEGNQKGEQATSLAILRVIRLVRVF.... Result: 0 (no interaction).